The task is: Predict which catalyst facilitates the given reaction.. This data is from Catalyst prediction with 721,799 reactions and 888 catalyst types from USPTO. (1) Reactant: [F:1][C:2]([F:19])([F:18])[C:3]1[CH:8]=[CH:7][C:6]([S:9]([N:12]2[CH2:17][CH2:16][NH:15][CH2:14][CH2:13]2)(=[O:11])=[O:10])=[CH:5][CH:4]=1.[N:20]1([C:26]2[N:31]=[CH:30][C:29]([C:32](O)=[O:33])=[CH:28][CH:27]=2)[CH2:25][CH2:24][O:23][CH2:22][CH2:21]1.C1C=CC2N(O)N=NC=2C=1.O.CN(C(ON1N=NC2C=CC=CC1=2)=[N+](C)C)C.F[P-](F)(F)(F)(F)F.CCN(C(C)C)C(C)C. Product: [F:19][C:2]([F:1])([F:18])[C:3]1[CH:4]=[CH:5][C:6]([S:9]([N:12]2[CH2:17][CH2:16][N:15]([C:32]([C:29]3[CH:28]=[CH:27][C:26]([N:20]4[CH2:25][CH2:24][O:23][CH2:22][CH2:21]4)=[N:31][CH:30]=3)=[O:33])[CH2:14][CH2:13]2)(=[O:10])=[O:11])=[CH:7][CH:8]=1. The catalyst class is: 3. (2) The catalyst class is: 81. Reactant: CCOCC.Br[C:7]1[C:20]2[O:19][C:18]3[C:13](=[CH:14][C:15]([C:22]([CH3:25])([CH3:24])[CH3:23])=[CH:16][C:17]=3Br)[C:12]([CH3:27])([CH3:26])[C:11]=2[CH:10]=[C:9]([C:28]([CH3:31])([CH3:30])[CH3:29])[CH:8]=1.[Li]CCCC.[Si:37]([Cl:41])(Cl)([CH3:39])[CH3:38]. Product: [Cl:41][Si:37]([CH3:39])([CH3:38])[C:7]1[C:20]2[O:19][C:18]3[C:13](=[CH:14][C:15]([C:22]([CH3:25])([CH3:24])[CH3:23])=[CH:16][C:17]=3[Si:37]([Cl:41])([CH3:39])[CH3:38])[C:12]([CH3:27])([CH3:26])[C:11]=2[CH:10]=[C:9]([C:28]([CH3:31])([CH3:30])[CH3:29])[CH:8]=1. (3) Reactant: [CH3:1][O:2][C:3]1[CH:20]=[CH:19][C:6]([CH2:7][N:8]2[C:12]3=[N:13][CH:14]=[CH:15][C:16](Cl)=[C:11]3[C:10]([CH3:18])=[N:9]2)=[CH:5][CH:4]=1.[Cl:21][C:22]1[CH:43]=[CH:42][C:25]([CH2:26][N:27]2[C:32](=[O:33])[C:31]([C:34]3[CH:39]=[CH:38][C:37]([OH:40])=[C:36]([F:41])[CH:35]=3)=[CH:30][N:29]=[CH:28]2)=[CH:24][CH:23]=1.CC(C)([O-])C.[K+].C1COCC1.C(=O)([O-])[O-].[K+].[K+]. Product: [Cl:21][C:22]1[CH:23]=[CH:24][C:25]([CH2:26][N:27]2[C:32](=[O:33])[C:31]([C:34]3[CH:39]=[CH:38][C:37]([O:40][C:16]4[CH:15]=[CH:14][N:13]=[C:12]5[N:8]([CH2:7][C:6]6[CH:19]=[CH:20][C:3]([O:2][CH3:1])=[CH:4][CH:5]=6)[N:9]=[C:10]([CH3:18])[C:11]=45)=[C:36]([F:41])[CH:35]=3)=[CH:30][N:29]=[CH:28]2)=[CH:42][CH:43]=1. The catalyst class is: 3.